From a dataset of Catalyst prediction with 721,799 reactions and 888 catalyst types from USPTO. Predict which catalyst facilitates the given reaction. (1) Reactant: [Cl:1][C:2]1[CH:8]=[C:7]([O:9][C:10]2[C:19]3[C:14](=[CH:15][C:16]([O:22][CH3:23])=[C:17]([O:20][CH3:21])[CH:18]=3)[N:13]=[CH:12][N:11]=2)[CH:6]=[CH:5][C:3]=1[NH2:4].Cl[C:25](Cl)([O:27]C(=O)OC(Cl)(Cl)Cl)Cl.[CH3:36][CH2:37][CH2:38][CH2:39][CH:40]([OH:45])[CH2:41][CH2:42][CH2:43][CH3:44].C(=O)(O)[O-].[Na+]. Product: [Cl:1][C:2]1[CH:8]=[C:7]([O:9][C:10]2[C:19]3[C:14](=[CH:15][C:16]([O:22][CH3:23])=[C:17]([O:20][CH3:21])[CH:18]=3)[N:13]=[CH:12][N:11]=2)[CH:6]=[CH:5][C:3]=1[NH:4][C:25](=[O:27])[O:45][CH:40]([CH2:41][CH2:42][CH2:43][CH3:44])[CH2:39][CH2:38][CH2:37][CH3:36]. The catalyst class is: 208. (2) Reactant: [Cl:1][C:2]1[CH:7]=[CH:6][CH:5]=[CH:4][C:3]=1[C@H:8]([O:10][C:11]1[CH:15]=[C:14]([N:16]2[C:20]3[CH:21]=[CH:22][C:23]([C:25]4[CH:30]=[CH:29][N:28]=[C:27](F)[CH:26]=4)=[CH:24][C:19]=3[N:18]=[CH:17]2)[S:13][C:12]=1[C:32]([NH2:34])=[O:33])[CH3:9].[NH:35]1[CH2:40][CH2:39][NH:38][CH2:37][CH2:36]1. Product: [Cl:1][C:2]1[CH:7]=[CH:6][CH:5]=[CH:4][C:3]=1[C@H:8]([O:10][C:11]1[CH:15]=[C:14]([N:16]2[C:20]3[CH:21]=[CH:22][C:23]([C:25]4[CH:30]=[CH:29][N:28]=[C:27]([N:35]5[CH2:40][CH2:39][NH:38][CH2:37][CH2:36]5)[CH:26]=4)=[CH:24][C:19]=3[N:18]=[CH:17]2)[S:13][C:12]=1[C:32]([NH2:34])=[O:33])[CH3:9]. The catalyst class is: 412. (3) Reactant: COC1C=C(OC)C=CC=1C[N:6]1[C:11](=[O:12])[C:10]2[CH:13]=[C:14]([CH2:16][C:17]([F:20])([F:19])[F:18])[S:15][C:9]=2[N:8]([CH2:21][C:22]2[CH:27]=[CH:26][C:25]([C:28]3[C:29]([C:34]#[N:35])=[CH:30][CH:31]=[CH:32][CH:33]=3)=[CH:24][CH:23]=2)[C:7]1=[O:36].FC(F)(F)C(O)=O. Product: [O:36]=[C:7]1[N:8]([CH2:21][C:22]2[CH:23]=[CH:24][C:25]([C:28]3[C:29]([C:34]#[N:35])=[CH:30][CH:31]=[CH:32][CH:33]=3)=[CH:26][CH:27]=2)[C:9]2[S:15][C:14]([CH2:16][C:17]([F:20])([F:19])[F:18])=[CH:13][C:10]=2[C:11](=[O:12])[NH:6]1. The catalyst class is: 11. (4) Reactant: [C:1]1([CH3:11])[CH:6]=[CH:5][C:4]([S:7](Cl)(=[O:9])=[O:8])=[CH:3][CH:2]=1.[NH2:12][C:13]1[CH:18]=[C:17]([Br:19])[N:16]=[CH:15][C:14]=1[NH:20][C@@H:21]([CH3:24])[CH2:22][OH:23]. Product: [Br:19][C:17]1[CH:18]=[C:13]([NH:12][S:7]([C:4]2[CH:5]=[CH:6][C:1]([CH3:11])=[CH:2][CH:3]=2)(=[O:9])=[O:8])[C:14]([NH:20][C@@H:21]([CH3:24])[CH2:22][OH:23])=[CH:15][N:16]=1. The catalyst class is: 17. (5) Reactant: [C:1]([N:3]1[C:11]2[CH:10]=[CH:9][C:8]([CH3:12])=[CH:7][C:6]=2[C:5]2[CH2:13][N:14]([CH3:17])[CH2:15][CH2:16][C:4]1=2)#[CH:2].Cl.Br[C:20]1[CH:25]=[CH:24][N:23]=[CH:22][CH:21]=1.CCCC[N+](CCCC)(CCCC)CCCC.[F-].C(=O)(O)[O-]. Product: [CH3:17][N:14]1[CH2:15][CH2:16][C:4]2[N:3]([C:1]#[C:2][C:20]3[CH:25]=[CH:24][N:23]=[CH:22][CH:21]=3)[C:11]3[CH:10]=[CH:9][C:8]([CH3:12])=[CH:7][C:6]=3[C:5]=2[CH2:13]1. The catalyst class is: 6. (6) Reactant: Cl.O.[NH:3]1[CH2:8][CH2:7][C:6](=[O:9])[CH2:5][CH2:4]1.[C:10](=[O:13])([O-])[O-:11].[K+].[K+].S([C:20]1[CH:26]=[CH:25]C(C)=[CH:22][CH:21]=1)([O-])(=O)=O.[I-].[Na+]. Product: [O:11]1[CH2:22][CH2:21][CH:20]([CH2:26][CH2:25][N:3]2[CH2:8][CH2:7][C:6](=[O:9])[CH2:5][CH2:4]2)[O:13][CH2:10]1. The catalyst class is: 10.